This data is from Reaction yield outcomes from USPTO patents with 853,638 reactions. The task is: Predict the reaction yield, written as a fraction of the theoretical maximum amount of product (1.0 means a 100% yield; for example, 0.34 means a 34% yield). (1) The reactants are [NH2:1][C@H:2]([C:4]1[N:9]([C:10]2[CH:15]=[CH:14][CH:13]=[CH:12][CH:11]=2)[C:8](=[O:16])[C:7]2=[C:17]([CH3:20])[CH:18]=[CH:19][N:6]2[N:5]=1)[CH3:3].[NH2:21][C:22]1[C:27]([C:28]([O:30][C:31]2[CH:36]=[CH:35][C:34]([S:37](=[O:41])(=[O:40])[NH:38][CH3:39])=[CH:33][CH:32]=2)=[O:29])=[C:26](Cl)[N:25]=[CH:24][N:23]=1.CCN(C(C)C)C(C)C.[F-].[Cs+]. The catalyst is C(O)(C)(C)C. The product is [NH2:21][C:22]1[C:27]([C:28]([O:30][C:31]2[CH:32]=[CH:33][C:34]([S:37](=[O:41])(=[O:40])[NH:38][CH3:39])=[CH:35][CH:36]=2)=[O:29])=[C:26]([NH:1][C@H:2]([C:4]2[N:9]([C:10]3[CH:15]=[CH:14][CH:13]=[CH:12][CH:11]=3)[C:8](=[O:16])[C:7]3=[C:17]([CH3:20])[CH:18]=[CH:19][N:6]3[N:5]=2)[CH3:3])[N:25]=[CH:24][N:23]=1. The yield is 0.140. (2) The reactants are [Cl:1][C:2]1[CH:3]=[C:4]([C:8]2[N:13]=[C:12]3[CH2:14][CH2:15][CH2:16][C:11]3=[C:10]([NH:17][C:18]3[CH:23]=[CH:22][C:21]([CH2:24][C:25]([O:27]C)=[O:26])=[CH:20][CH:19]=3)[CH:9]=2)[CH:5]=[CH:6][CH:7]=1.O.[OH-].[Li+].C1COCC1.Cl. The catalyst is O. The product is [Cl:1][C:2]1[CH:3]=[C:4]([C:8]2[N:13]=[C:12]3[CH2:14][CH2:15][CH2:16][C:11]3=[C:10]([NH:17][C:18]3[CH:19]=[CH:20][C:21]([CH2:24][C:25]([OH:27])=[O:26])=[CH:22][CH:23]=3)[CH:9]=2)[CH:5]=[CH:6][CH:7]=1. The yield is 0.810. (3) The reactants are [C:1]1([S:7]([N:10]2[CH2:19][CH2:18][C:17]3[C:12](=[CH:13][CH:14]=[C:15]([O:20]CC4C=CC=CC=4)[CH:16]=3)[CH:11]2[C:28]2[CH:33]=[CH:32][C:31]([O:34][CH2:35][CH2:36][N:37]3[CH2:41][CH2:40][CH2:39][CH2:38]3)=[CH:30][CH:29]=2)(=[O:9])=[O:8])[CH:6]=[CH:5][CH:4]=[CH:3][CH:2]=1.C([O-])=O.[NH4+]. The catalyst is CO.[OH-].[OH-].[Pd+2]. The product is [C:1]1([S:7]([N:10]2[CH2:19][CH2:18][C:17]3[C:12](=[CH:13][CH:14]=[C:15]([OH:20])[CH:16]=3)[CH:11]2[C:28]2[CH:33]=[CH:32][C:31]([O:34][CH2:35][CH2:36][N:37]3[CH2:41][CH2:40][CH2:39][CH2:38]3)=[CH:30][CH:29]=2)(=[O:9])=[O:8])[CH:2]=[CH:3][CH:4]=[CH:5][CH:6]=1. The yield is 0.720. (4) The reactants are [N:1]12[CH2:8][CH2:7][C:4]([C:9]([C:17]3[CH:22]=[CH:21][CH:20]=[CH:19][CH:18]=3)([C:11]3[CH:16]=[CH:15][CH:14]=[CH:13][CH:12]=3)[OH:10])([CH2:5][CH2:6]1)[CH2:3][CH2:2]2.[Br:23][CH2:24][CH2:25][O:26][CH2:27][C:28]1[CH:33]=[CH:32][CH:31]=[C:30]([F:34])[CH:29]=1. The catalyst is CC#N.C(Cl)(Cl)Cl. The product is [Br-:23].[F:34][C:30]1[CH:29]=[C:28]([CH2:27][O:26][CH2:25][CH2:24][N+:1]23[CH2:6][CH2:5][C:4]([C:9]([OH:10])([C:17]4[CH:22]=[CH:21][CH:20]=[CH:19][CH:18]=4)[C:11]4[CH:12]=[CH:13][CH:14]=[CH:15][CH:16]=4)([CH2:3][CH2:2]2)[CH2:7][CH2:8]3)[CH:33]=[CH:32][CH:31]=1. The yield is 0.300. (5) The reactants are [Cl:1][C:2]1[CH:3]=[N:4][CH:5]=[C:6]([Cl:11])[C:7]=1[C:8]([OH:10])=O.CC[N:14](C(C)C)C(C)C.CN(C(ON1N=NC2C=CC=NC1=2)=[N+](C)C)C.F[P-](F)(F)(F)(F)F.[Cl:45][C:46]1[CH:47]=[C:48]([CH:52]=[CH:53][N:54]=1)[C:49]([NH2:51])=O. The catalyst is CN(C=O)C. The product is [Cl:11][C:6]1[CH:5]=[N:4][CH:3]=[C:2]([Cl:1])[C:7]=1[C:8]([NH:51][C:49]([C:48]1[CH:52]=[CH:53][N:54]=[C:46]([Cl:45])[CH:47]=1)=[NH:14])=[O:10]. The yield is 0.850. (6) The reactants are [N:1]1(C(OC(C)(C)C)=O)[CH:9]2[CH:4]([CH2:5][N:6]([C:10]([O:12][CH2:13][C:14]3[CH:19]=[CH:18][CH:17]=[CH:16][CH:15]=3)=[O:11])[CH2:7][CH2:8]2)[CH2:3][CH2:2]1.[ClH:27]. No catalyst specified. The product is [ClH:27].[NH:1]1[CH:9]2[CH:4]([CH2:5][N:6]([C:10]([O:12][CH2:13][C:14]3[CH:19]=[CH:18][CH:17]=[CH:16][CH:15]=3)=[O:11])[CH2:7][CH2:8]2)[CH2:3][CH2:2]1. The yield is 1.00. (7) The reactants are [NH2:1][C:2]1[C:11]([C:12]#N)=[CH:10][C:9]2[CH2:8][CH2:7][CH2:6][CH2:5][C:4]=2[N:3]=1.[C:14]1([CH3:22])[CH:19]=[CH:18][C:17]([Mg]Br)=[CH:16][CH:15]=1.Cl.[OH-:24].[Na+]. The catalyst is O1CCCC1. The product is [NH2:1][C:2]1[C:11]([C:12]([C:17]2[CH:18]=[CH:19][C:14]([CH3:22])=[CH:15][CH:16]=2)=[O:24])=[CH:10][C:9]2[CH2:8][CH2:7][CH2:6][CH2:5][C:4]=2[N:3]=1. The yield is 0.820.